This data is from Peptide-MHC class I binding affinity with 185,985 pairs from IEDB/IMGT. The task is: Regression. Given a peptide amino acid sequence and an MHC pseudo amino acid sequence, predict their binding affinity value. This is MHC class I binding data. (1) The peptide sequence is VERLKHGTF. The MHC is HLA-A01:01 with pseudo-sequence HLA-A01:01. The binding affinity (normalized) is 0.0847. (2) The peptide sequence is TLDESFLGRY. The MHC is HLA-A30:02 with pseudo-sequence HLA-A30:02. The binding affinity (normalized) is 0.804.